This data is from Full USPTO retrosynthesis dataset with 1.9M reactions from patents (1976-2016). The task is: Predict the reactants needed to synthesize the given product. (1) Given the product [F:32][C:33]([F:38])([F:37])[C:34]([OH:36])=[O:35].[NH2:7][C@H:8]([CH2:9][C:10]1[CH:15]=[CH:14][CH:13]=[CH:12][C:11]=1[F:16])[CH2:17][C:18]([N:20]1[CH2:24][CH2:23][C@H:22]([NH:25][C:26]([CH:28]2[CH2:29][CH2:30]2)=[O:27])[CH2:21]1)=[O:19], predict the reactants needed to synthesize it. The reactants are: C(OC(=O)[NH:7][C@@H:8]([CH2:17][C:18]([N:20]1[CH2:24][CH2:23][C@H:22]([NH:25][C:26]([CH:28]2[CH2:30][CH2:29]2)=[O:27])[CH2:21]1)=[O:19])[CH2:9][C:10]1[CH:15]=[CH:14][CH:13]=[CH:12][C:11]=1[F:16])(C)(C)C.[F:32][C:33]([F:38])([F:37])[C:34]([OH:36])=[O:35].C1(C)C=CC=CC=1. (2) The reactants are: [F:1][C:2]1[CH:9]=[C:8]([CH:10]([OH:17])[C:11]2[N:12]([CH3:16])[CH:13]=[N:14][CH:15]=2)[CH:7]=[CH:6][C:3]=1[C:4]#[N:5].CC#N. Given the product [F:1][C:2]1[CH:9]=[C:8]([C:10]([C:11]2[N:12]([CH3:16])[CH:13]=[N:14][CH:15]=2)=[O:17])[CH:7]=[CH:6][C:3]=1[C:4]#[N:5], predict the reactants needed to synthesize it. (3) Given the product [N+:10]([C:8]1[CH:7]=[CH:6][C:5]2[O:1][CH2:2][CH2:3][C:4]=2[CH:9]=1)([O-:12])=[O:11], predict the reactants needed to synthesize it. The reactants are: [O:1]1[C:5]2[CH:6]=[CH:7][CH:8]=[CH:9][C:4]=2[CH2:3][CH2:2]1.[N+:10]([O-])([OH:12])=[O:11]. (4) Given the product [C:6]([C:10]1[CH:51]=[CH:50][C:13]([O:14][C:15]2[CH:16]=[CH:17][C:18]([C:21]3[CH:22]=[CH:23][C:24]([CH2:27][C:28]4[N:29]([C:41]5[CH:42]=[CH:43][C:44]([C:45]([NH:5][S:2]([CH3:1])(=[O:4])=[O:3])=[O:46])=[CH:48][CH:49]=5)[CH:30]=[C:31]([C:33]5[CH:38]=[CH:37][C:36]([Cl:39])=[CH:35][C:34]=5[Cl:40])[N:32]=4)=[CH:25][CH:26]=3)=[CH:19][CH:20]=2)=[CH:12][CH:11]=1)([CH3:9])([CH3:7])[CH3:8], predict the reactants needed to synthesize it. The reactants are: [CH3:1][S:2]([NH2:5])(=[O:4])=[O:3].[C:6]([C:10]1[CH:51]=[CH:50][C:13]([O:14][C:15]2[CH:20]=[CH:19][C:18]([C:21]3[CH:26]=[CH:25][C:24]([CH2:27][C:28]4[N:29]([C:41]5[CH:49]=[CH:48][C:44]([C:45](O)=[O:46])=[CH:43][CH:42]=5)[CH:30]=[C:31]([C:33]5[CH:38]=[CH:37][C:36]([Cl:39])=[CH:35][C:34]=5[Cl:40])[N:32]=4)=[CH:23][CH:22]=3)=[CH:17][CH:16]=2)=[CH:12][CH:11]=1)([CH3:9])([CH3:8])[CH3:7]. (5) Given the product [CH3:2][O:3][C:4]([C:6]1([NH:12][C:16](=[O:17])[C:15]2[CH:19]=[CH:20][CH:21]=[C:22]([CH3:23])[C:14]=2[OH:13])[CH2:7][CH2:8][S:9][CH2:10][CH2:11]1)=[O:5], predict the reactants needed to synthesize it. The reactants are: Cl.[CH3:2][O:3][C:4]([C:6]1([NH2:12])[CH2:11][CH2:10][S:9][CH2:8][CH2:7]1)=[O:5].[OH:13][C:14]1[C:22]([CH3:23])=[CH:21][CH:20]=[CH:19][C:15]=1[C:16](O)=[O:17].CN(C(ON1N=NC2C=CC=NC1=2)=[N+](C)C)C.F[P-](F)(F)(F)(F)F.CCN(C(C)C)C(C)C. (6) Given the product [CH2:31]([N:7]1[N:6]=[C:5]([C:1]([CH3:4])([CH3:3])[CH3:2])[S:9]/[C:8]/1=[N:10]\[C:11]([C:13]1[CH:26]=[C:25]([C:27]([F:30])([F:29])[F:28])[CH:24]=[CH:23][C:14]=1[CH2:15][N:16]1[CH2:19][CH:18]([C:20]([O:22][CH3:37])=[O:21])[CH2:17]1)=[O:12])[CH2:32][CH2:33][CH3:34], predict the reactants needed to synthesize it. The reactants are: [C:1]([C:5]1[S:9]/[C:8](=[N:10]\[C:11]([C:13]2[CH:26]=[C:25]([C:27]([F:30])([F:29])[F:28])[CH:24]=[CH:23][C:14]=2[CH2:15][N:16]2[CH2:19][CH:18]([C:20]([OH:22])=[O:21])[CH2:17]2)=[O:12])/[N:7]([CH2:31][CH2:32][CH2:33][CH3:34])[N:6]=1)([CH3:4])([CH3:3])[CH3:2].[N+](=[CH:37][Si](C)(C)C)=[N-]. (7) Given the product [CH3:23][S:24]([O:1][CH2:2][C@@H:3]1[CH2:4][CH2:5][C@H:6]([C:9]([O:11][CH2:12][CH2:13][CH2:14][CH3:15])=[O:10])[CH2:7][CH2:8]1)(=[O:26])=[O:25], predict the reactants needed to synthesize it. The reactants are: [OH:1][CH2:2][C@@H:3]1[CH2:8][CH2:7][C@H:6]([C:9]([O:11][CH2:12][CH2:13][CH2:14][CH3:15])=[O:10])[CH2:5][CH2:4]1.C(N(CC)CC)C.[CH3:23][S:24](Cl)(=[O:26])=[O:25].